Dataset: Forward reaction prediction with 1.9M reactions from USPTO patents (1976-2016). Task: Predict the product of the given reaction. (1) Given the reactants [CH3:1][C:2]1[C:10]2[C:5](=[CH:6][CH:7]=[C:8]([CH:11]=O)[CH:9]=2)[NH:4][N:3]=1.[NH:13]1[CH2:18][CH2:17][CH2:16][CH2:15][C:14]1=[CH:19][C:20]#[N:21].[C:29]([O:31][CH2:32][C:33](=O)[CH2:28][C:29]([O:31][CH2:32][CH3:33])=[O:30])(=[O:30])[CH3:28].Cl, predict the reaction product. The product is: [CH3:1][C:2]1[C:10]2[C:5](=[CH:6][CH:7]=[C:8]([CH:11]3[C:28]4[C:29](=[O:30])[O:31][CH2:32][C:33]=4[N:13]4[C:14]([CH2:15][CH2:16][CH2:17][CH2:18]4)=[C:19]3[C:20]#[N:21])[CH:9]=2)[NH:4][N:3]=1. (2) Given the reactants [CH:1](/[CH:4]1[C:12]2[C:7](=[CH:8][CH:9]=[CH:10][CH:11]=2)[CH2:6][CH2:5]1)=[CH:2]\[CH3:3], predict the reaction product. The product is: [CH2:1]([CH:4]1[C:12]2[C:7](=[CH:8][CH:9]=[CH:10][CH:11]=2)[CH2:6][CH2:5]1)[CH2:2][CH3:3].